Predict the reactants needed to synthesize the given product. From a dataset of Full USPTO retrosynthesis dataset with 1.9M reactions from patents (1976-2016). Given the product [CH:16]1([N:5]2[C:4]3[N:3]=[C:2]([N:19]4[CH:23]=[CH:22][N:21]=[C:20]4[C:24]4[CH:29]=[N:28][CH:27]=[N:26][CH:25]=4)[N:11]=[CH:10][C:9]=3[N:8]([CH3:12])[C:7](=[O:13])[C@H:6]2[CH2:14][CH3:15])[CH2:18][CH2:17]1, predict the reactants needed to synthesize it. The reactants are: Cl[C:2]1[N:11]=[CH:10][C:9]2[N:8]([CH3:12])[C:7](=[O:13])[C@@H:6]([CH2:14][CH3:15])[N:5]([CH:16]3[CH2:18][CH2:17]3)[C:4]=2[N:3]=1.[NH:19]1[CH:23]=[CH:22][N:21]=[C:20]1[C:24]1[CH:25]=[N:26][CH:27]=[N:28][CH:29]=1.